This data is from TCR-epitope binding with 47,182 pairs between 192 epitopes and 23,139 TCRs. The task is: Binary Classification. Given a T-cell receptor sequence (or CDR3 region) and an epitope sequence, predict whether binding occurs between them. (1) The epitope is TPINLVRDL. The TCR CDR3 sequence is CSVSGTSGRKYNEQFF. Result: 1 (the TCR binds to the epitope). (2) The epitope is LLWNGPMAV. The TCR CDR3 sequence is CASSRSGNYGYTF. Result: 1 (the TCR binds to the epitope). (3) The epitope is YEGNSPFHPL. The TCR CDR3 sequence is CASSSARGHHTQYF. Result: 0 (the TCR does not bind to the epitope).